Dataset: Reaction yield outcomes from USPTO patents with 853,638 reactions. Task: Predict the reaction yield, written as a fraction of the theoretical maximum amount of product (1.0 means a 100% yield; for example, 0.34 means a 34% yield). (1) The reactants are [CH3:1][O:2][C:3](=[O:8])[C@H:4]([CH2:6][OH:7])[NH2:5].C(N(CC)CC)C.[CH3:16][O:17][C:18]1[CH:23]=[CH:22][C:21]([S:24](Cl)(=[O:26])=[O:25])=[CH:20][CH:19]=1. The catalyst is ClCCl. The product is [CH3:1][O:2][C:3](=[O:8])[CH:4]([NH:5][S:24]([C:21]1[CH:20]=[CH:19][C:18]([O:17][CH3:16])=[CH:23][CH:22]=1)(=[O:26])=[O:25])[CH2:6][OH:7]. The yield is 0.540. (2) The reactants are [Br:1][C:2]1[C:3]([C:11]2[O:12][CH:13]=[CH:14][CH:15]=2)=[N:4][C:5]([NH2:10])=[N:6][C:7]=1[S:8][CH3:9].C1(C2[O:24]N2S(C2C=CC=CC=2)(=O)=O)C=CC=CC=1. The catalyst is ClCCl. The product is [Br:1][C:2]1[C:3]([C:11]2[O:12][CH:13]=[CH:14][CH:15]=2)=[N:4][C:5]([NH2:10])=[N:6][C:7]=1[S:8]([CH3:9])=[O:24]. The yield is 0.610. (3) The reactants are [CH3:1][C:2]1[CH:3]=[C:4](B(O)O)[CH:5]=[CH:6][CH:7]=1.Br[C:12]1[O:16][C:15]([CH:17]=[O:18])=[CH:14][CH:13]=1.C1(P(C2C=CC=CC=2)C2C=CC=CC=2)C=CC=CC=1.C(=O)(O)[O-].[Na+]. The catalyst is CC(O)=O.CC(O)=O.[Pd].C(O)C.C1(C)C=CC=CC=1. The product is [CH3:1][C:2]1[CH:3]=[C:4]([C:12]2[O:16][C:15]([CH:17]=[O:18])=[CH:14][CH:13]=2)[CH:5]=[CH:6][CH:7]=1. The yield is 0.810. (4) The catalyst is C1COCC1. The yield is 0.670. The reactants are Br[C:2]1[C:11]2[C:6](=[CH:7][CH:8]=[CH:9][CH:10]=2)[CH:5]=[CH:4][CH:3]=1.[Mg].II.[Si:15](Cl)([Cl:18])([Cl:17])[Cl:16]. The product is [C:2]1([Si:15]([Cl:18])([Cl:17])[Cl:16])[C:11]2[C:6](=[CH:7][CH:8]=[CH:9][CH:10]=2)[CH:5]=[CH:4][CH:3]=1. (5) The reactants are [N:1]12[CH2:8][CH2:7][C:4]([C:9]([C:19]3[CH:24]=[CH:23][CH:22]=[C:21]([O:25][CH3:26])[CH:20]=3)([C:11]3[CH:16]=[CH:15][CH:14]=[C:13]([O:17][CH3:18])[CH:12]=3)[OH:10])([CH2:5][CH2:6]1)[CH2:3][CH2:2]2.[C:27]1([O:33][CH2:34][CH2:35][CH2:36][Br:37])[CH:32]=[CH:31][CH:30]=[CH:29][CH:28]=1. The catalyst is CC#N. The product is [Br-:37].[OH:10][C:9]([C:19]1[CH:24]=[CH:23][CH:22]=[C:21]([O:25][CH3:26])[CH:20]=1)([C:11]1[CH:16]=[CH:15][CH:14]=[C:13]([O:17][CH3:18])[CH:12]=1)[C:4]12[CH2:5][CH2:6][N+:1]([CH2:36][CH2:35][CH2:34][O:33][C:27]3[CH:32]=[CH:31][CH:30]=[CH:29][CH:28]=3)([CH2:2][CH2:3]1)[CH2:8][CH2:7]2. The yield is 0.332. (6) The catalyst is O1CCCC1. The reactants are [H-].[Al+3].[Li+].[H-].[H-].[H-].[NH:7]1[CH:11]=[C:10]([CH2:12][CH2:13][C:14](OC)=[O:15])[N:9]=[CH:8]1.O.[OH-].[Na+]. The yield is 0.610. The product is [NH:9]1[C:10]([CH2:12][CH2:13][CH2:14][OH:15])=[CH:11][N:7]=[CH:8]1. (7) The reactants are [OH:1][C:2]1[CH:17]=[CH:16][C:5]([C:6]([O:8][CH2:9][C:10]2[CH:15]=[CH:14][CH:13]=[CH:12][CH:11]=2)=[O:7])=[CH:4][CH:3]=1.[CH2:18](Br)[CH:19]=[CH2:20].C(=O)([O-])[O-].[K+].[K+]. The catalyst is CC(C)=O. The product is [CH2:20]([O:1][C:2]1[CH:17]=[CH:16][C:5]([C:6]([O:8][CH2:9][C:10]2[CH:15]=[CH:14][CH:13]=[CH:12][CH:11]=2)=[O:7])=[CH:4][CH:3]=1)[CH:19]=[CH2:18]. The yield is 1.00. (8) The reactants are [CH3:1][C:2]1[C:7]2[CH2:8][CH2:9][C:10]3[CH:15]=[CH:14][N:13]=[CH:12][C:11]=3[C:16](=[N:17]O)[C:6]=2[CH:5]=[CH:4][CH:3]=1.CCOCC.[OH-].[Na+]. The catalyst is CCO.CN(C=O)C.[Zn]. The product is [CH3:1][C:2]1[C:7]2[CH2:8][CH2:9][C:10]3[CH:15]=[CH:14][N:13]=[CH:12][C:11]=3[CH:16]([NH2:17])[C:6]=2[CH:5]=[CH:4][CH:3]=1. The yield is 0.940.